Dataset: NCI-60 drug combinations with 297,098 pairs across 59 cell lines. Task: Regression. Given two drug SMILES strings and cell line genomic features, predict the synergy score measuring deviation from expected non-interaction effect. (1) Drug 1: CC1=C2C(C(=O)C3(C(CC4C(C3C(C(C2(C)C)(CC1OC(=O)C(C(C5=CC=CC=C5)NC(=O)C6=CC=CC=C6)O)O)OC(=O)C7=CC=CC=C7)(CO4)OC(=O)C)O)C)OC(=O)C. Drug 2: N.N.Cl[Pt+2]Cl. Cell line: KM12. Synergy scores: CSS=49.8, Synergy_ZIP=-4.65, Synergy_Bliss=-2.21, Synergy_Loewe=-21.4, Synergy_HSA=-1.77. (2) Drug 1: CC1=C2C(C(=O)C3(C(CC4C(C3C(C(C2(C)C)(CC1OC(=O)C(C(C5=CC=CC=C5)NC(=O)C6=CC=CC=C6)O)O)OC(=O)C7=CC=CC=C7)(CO4)OC(=O)C)O)C)OC(=O)C. Drug 2: C(CN)CNCCSP(=O)(O)O. Cell line: IGROV1. Synergy scores: CSS=18.1, Synergy_ZIP=-10.8, Synergy_Bliss=-4.21, Synergy_Loewe=-30.3, Synergy_HSA=-4.02.